This data is from Full USPTO retrosynthesis dataset with 1.9M reactions from patents (1976-2016). The task is: Predict the reactants needed to synthesize the given product. (1) Given the product [Br:19][C:10]1[C:11]2[C:16](=[CH:15][CH:14]=[CH:13][CH:12]=2)[N:8]([CH2:7][C:6]2[CH:17]=[CH:18][C:3]([CH2:1][CH3:2])=[CH:4][CH:5]=2)[CH:9]=1, predict the reactants needed to synthesize it. The reactants are: [CH2:1]([C:3]1[CH:18]=[CH:17][C:6]([CH2:7][N:8]2[C:16]3[C:11](=[CH:12][CH:13]=[CH:14][CH:15]=3)[CH:10]=[CH:9]2)=[CH:5][CH:4]=1)[CH3:2].[Br:19]Br.S(OS(O)=O)(O)=O.[Na]. (2) Given the product [F:7][C:8]1[CH:13]=[CH:12][C:11]([S:14][C:16]2[CH:17]=[C:18]([CH:22]=[CH:23][CH:24]=2)[C:19]([OH:21])=[O:20])=[CH:10][CH:9]=1, predict the reactants needed to synthesize it. The reactants are: C(=O)([O-])[O-].[Cs+].[Cs+].[F:7][C:8]1[CH:13]=[CH:12][C:11]([SH:14])=[CH:10][CH:9]=1.I[C:16]1[CH:17]=[C:18]([CH:22]=[CH:23][CH:24]=1)[C:19]([OH:21])=[O:20]. (3) Given the product [Cl:1][C:2]1[CH:7]=[CH:6][CH:5]=[CH:4][C:3]=1[C:8]1[NH:40][C:37]2[C:38]([C:9]=1[CH2:10][CH2:11][CH2:12][N:13]1[CH2:18][CH2:17][CH:16]([C:19]3[CH:20]=[C:21]([NH:25][C:26](=[O:30])[CH:27]([CH3:29])[CH3:28])[CH:22]=[CH:23][CH:24]=3)[CH2:15][CH2:14]1)=[CH:39][C:34]([CH3:33])=[CH:35][CH:36]=2, predict the reactants needed to synthesize it. The reactants are: [Cl:1][C:2]1[CH:7]=[CH:6][CH:5]=[CH:4][C:3]=1[C:8](=O)[CH2:9][CH2:10][CH2:11][CH2:12][N:13]1[CH2:18][CH2:17][CH:16]([C:19]2[CH:20]=[C:21]([NH:25][C:26](=[O:30])[CH:27]([CH3:29])[CH3:28])[CH:22]=[CH:23][CH:24]=2)[CH2:15][CH2:14]1.Cl.[CH3:33][C:34]1[CH:39]=[CH:38][C:37]([NH:40]N)=[CH:36][CH:35]=1. (4) Given the product [NH2:1][C:4]1[CH:5]=[C:6]2[N:12]=[C:11]([CH2:13][OH:14])[NH:10][C:7]2=[N:8][CH:9]=1, predict the reactants needed to synthesize it. The reactants are: [N+:1]([C:4]1[CH:5]=[C:6]2[N:12]=[C:11]([CH2:13][OH:14])[NH:10][C:7]2=[N:8][CH:9]=1)([O-])=O.[NH4+].[OH-]. (5) The reactants are: [Br:1][C:2]1[CH:7]=[C:6]([F:8])[CH:5]=[CH:4][C:3]=1[CH2:9]Br.O.C[N+]1([O-])CC[O:16]CC1.[NH4+].[Cl-].CCOC(C)=O. Given the product [Br:1][C:2]1[CH:7]=[C:6]([F:8])[CH:5]=[CH:4][C:3]=1[CH:9]=[O:16], predict the reactants needed to synthesize it. (6) Given the product [CH3:2][O:3][C:4]1[C:5]2[N:12]=[C:11]([NH:13][C:14]([N:16]3[CH2:17][CH2:18][N:19]([CH2:32][C:33]4[CH:38]=[CH:37][C:36]([Cl:39])=[CH:35][C:34]=4[S:40]([CH3:43])(=[O:42])=[O:41])[CH2:20][CH2:21]3)=[O:15])[S:10][C:6]=2[N:7]=[CH:8][N:9]=1, predict the reactants needed to synthesize it. The reactants are: Cl.[CH3:2][O:3][C:4]1[C:5]2[N:12]=[C:11]([NH:13][C:14]([N:16]3[CH2:21][CH2:20][NH:19][CH2:18][CH2:17]3)=[O:15])[S:10][C:6]=2[N:7]=[CH:8][N:9]=1.C(N(CC)C(C)C)(C)C.Br[CH2:32][C:33]1[CH:38]=[CH:37][C:36]([Cl:39])=[CH:35][C:34]=1[S:40]([CH3:43])(=[O:42])=[O:41].O. (7) Given the product [Cl:25][CH2:2][C:3]1[NH:22][C:6]2=[CH:7][C:8]3[C:9]([CH3:21])([CH3:20])[C:10](=[O:19])[N:11]([CH2:14][CH2:15][CH2:16][CH2:17][CH3:18])[C:12]=3[CH:13]=[C:5]2[N:4]=1, predict the reactants needed to synthesize it. The reactants are: O[CH2:2][C:3]1[NH:22][C:6]2=[CH:7][C:8]3[C:9]([CH3:21])([CH3:20])[C:10](=[O:19])[N:11]([CH2:14][CH2:15][CH2:16][CH2:17][CH3:18])[C:12]=3[CH:13]=[C:5]2[N:4]=1.S(Cl)([Cl:25])=O.